This data is from Catalyst prediction with 721,799 reactions and 888 catalyst types from USPTO. The task is: Predict which catalyst facilitates the given reaction. (1) Reactant: [CH2:1]([CH2:3][NH2:4])[OH:2].C(=O)([O-])[O-].[K+].[K+].Br[CH2:12][CH:13]([O:16][CH3:17])[O:14][CH3:15]. Product: [NH3:4].[CH3:15][O:14][CH:13]([O:16][CH3:17])[CH2:12][NH:4][CH2:3][CH2:1][OH:2]. The catalyst class is: 12. (2) Reactant: Br[C:2]1[C:27]([F:28])=[CH:26][C:5]([O:6][CH:7]2[CH2:11][CH2:10][N:9]([CH:12]3[CH2:17][CH2:16][N:15]([C:18]([O:20][C:21]([CH3:24])([CH3:23])[CH3:22])=[O:19])[CH2:14][CH2:13]3)[C:8]2=[O:25])=[C:4]([F:29])[CH:3]=1.[C@@H]1(N)CCCC[C@H]1N.[CH3:38][S:39]([O-:41])=[O:40].[Na+].O. Product: [F:29][C:4]1[CH:3]=[C:2]([S:39]([CH3:38])(=[O:41])=[O:40])[C:27]([F:28])=[CH:26][C:5]=1[O:6][CH:7]1[CH2:11][CH2:10][N:9]([CH:12]2[CH2:17][CH2:16][N:15]([C:18]([O:20][C:21]([CH3:24])([CH3:23])[CH3:22])=[O:19])[CH2:14][CH2:13]2)[C:8]1=[O:25]. The catalyst class is: 16. (3) Reactant: [Cl:1][C:2]1[C:3]([F:40])=[C:4]([C@@H:8]2[C@:12]([C:15]3[CH:20]=[CH:19][C:18]([Cl:21])=[CH:17][C:16]=3[F:22])([C:13]#[N:14])[C@H:11]([CH2:23][C:24]([CH3:27])([CH3:26])[CH3:25])[NH:10][C@H:9]2[C:28]([NH:30][C:31]2[CH:35]=[CH:34][N:33]([CH2:36][C:37]([OH:39])=O)[N:32]=2)=[O:29])[CH:5]=[CH:6][CH:7]=1.N.C[N:43](C(ON1N=NC2C=CC=NC1=2)=[N+](C)C)C.F[P-](F)(F)(F)(F)F.CCN(C(C)C)C(C)C. Product: [C:37]([CH2:36][N:33]1[CH:34]=[CH:35][C:31]([NH:30][C:28]([CH:9]2[CH:8]([C:4]3[CH:5]=[CH:6][CH:7]=[C:2]([Cl:1])[C:3]=3[F:40])[C:12]([C:15]3[CH:20]=[CH:19][C:18]([Cl:21])=[CH:17][C:16]=3[F:22])([C:13]#[N:14])[CH:11]([CH2:23][C:24]([CH3:25])([CH3:27])[CH3:26])[NH:10]2)=[O:29])=[N:32]1)(=[O:39])[NH2:43]. The catalyst class is: 2. (4) Reactant: [Cl:1][C:2]1[CH:3]=[C:4]([C:8]2[N:13]=[CH:12][N:11]=[C:10]([N:14]([CH2:18][C:19]3[CH:24]=[CH:23][C:22]([S:25][C:26]([CH3:35])([CH3:34])[C:27]([O:29]C(C)(C)C)=[O:28])=[CH:21][CH:20]=3)[CH2:15][C:16]#[CH:17])[CH:9]=2)[CH:5]=[CH:6][CH:7]=1.FC(F)(F)C(O)=O. Product: [Cl:1][C:2]1[CH:3]=[C:4]([C:8]2[N:13]=[CH:12][N:11]=[C:10]([N:14]([CH2:18][C:19]3[CH:20]=[CH:21][C:22]([S:25][C:26]([CH3:35])([CH3:34])[C:27]([OH:29])=[O:28])=[CH:23][CH:24]=3)[CH2:15][C:16]#[CH:17])[CH:9]=2)[CH:5]=[CH:6][CH:7]=1. The catalyst class is: 4. (5) Product: [CH3:12][CH:13]([CH3:32])[C:14]([O:16][CH:17]([O:21][C:22]([NH:11][CH2:10][C@H:2]1[CH2:3][CH2:4][C@H:5]([C:7]([OH:9])=[O:8])[CH2:6][CH2:1]1)=[O:23])[CH:18]([CH3:19])[CH3:20])=[O:15]. Reactant: [CH2:1]1[CH2:6][C@H:5]([C:7]([OH:9])=[O:8])[CH2:4][CH2:3][C@H:2]1[CH2:10][NH2:11].[CH3:12][CH:13]([CH3:32])[C:14]([O:16][CH:17]([O:21][C:22](ON1C(=O)CCC1=O)=[O:23])[CH:18]([CH3:20])[CH3:19])=[O:15]. The catalyst class is: 761. (6) Reactant: [Si:1]([O:8][CH2:9][C@H:10]1[CH2:14][C@@H:13]([NH2:15])[C@H:12]([N:16]2[CH2:21][CH2:20][CH:19]([CH2:22][C:23]3[CH:28]=[CH:27][C:26]([Cl:29])=[CH:25][CH:24]=3)[CH2:18][CH2:17]2)[CH2:11]1)([C:4]([CH3:7])([CH3:6])[CH3:5])([CH3:3])[CH3:2].[N:30]([C:33]1[CH:34]=[C:35]([O:43][CH3:44])[C:36]([O:41][CH3:42])=[C:37]([O:39][CH3:40])[CH:38]=1)=[C:31]=[O:32]. Product: [Si:1]([O:8][CH2:9][C@H:10]1[CH2:14][C@@H:13]([NH:15][C:31]([NH:30][C:33]2[CH:38]=[C:37]([O:39][CH3:40])[C:36]([O:41][CH3:42])=[C:35]([O:43][CH3:44])[CH:34]=2)=[O:32])[C@H:12]([N:16]2[CH2:17][CH2:18][CH:19]([CH2:22][C:23]3[CH:24]=[CH:25][C:26]([Cl:29])=[CH:27][CH:28]=3)[CH2:20][CH2:21]2)[CH2:11]1)([C:4]([CH3:6])([CH3:7])[CH3:5])([CH3:3])[CH3:2]. The catalyst class is: 2. (7) Reactant: [CH2:1]([N:5]([CH2:24][CH:25]([CH3:27])[CH3:26])[C:6]1[CH:11]=[CH:10][C:9]([C:12]2[CH:17]=[CH:16][CH:15]=[CH:14][C:13]=2[C:18]2[NH:22][N:21]=[N:20][N:19]=2)=[CH:8][C:7]=1[NH2:23])[CH:2]([CH3:4])[CH3:3].CCN(CC)CC.[C:35](Cl)(=O)[O:36]C1C=CC([N+]([O-])=O)=CC=1.[S:48]1[CH:52]=[CH:51][N:50]=[C:49]1[NH2:53]. The catalyst class is: 2. Product: [CH2:1]([N:5]([CH2:24][CH:25]([CH3:27])[CH3:26])[C:6]1[CH:11]=[CH:10][C:9]([C:12]2[CH:17]=[CH:16][CH:15]=[CH:14][C:13]=2[C:18]2[NH:22][N:21]=[N:20][N:19]=2)=[CH:8][C:7]=1[NH:23][C:35]([NH:53][C:49]1[S:48][CH:52]=[CH:51][N:50]=1)=[O:36])[CH:2]([CH3:4])[CH3:3].